This data is from Forward reaction prediction with 1.9M reactions from USPTO patents (1976-2016). The task is: Predict the product of the given reaction. (1) Given the reactants [NH2:1][CH2:2][C:3]1([CH2:8][NH2:9])[CH2:7][CH2:6][CH2:5][CH2:4]1.OO.[O-]Cl.[Na+], predict the reaction product. The product is: [CH2:2]1[C:3]2([CH2:7][CH2:6][CH2:5][CH2:4]2)[CH2:8][N:9]=[N:1]1. (2) Given the reactants O=P(Cl)(Cl)Cl.C[N:7]([CH:9]=O)C.[C:11]1(=O)[CH2:16][CH2:15][CH2:14][CH2:13][CH2:12]1.[ClH:18].NO, predict the reaction product. The product is: [Cl:18][C:11]1[CH2:16][CH2:15][CH2:14][CH2:13][C:12]=1[C:9]#[N:7]. (3) Given the reactants Cl[C:2]([C@:4]12[CH2:39][CH2:38][C@@H:37]([C:40]([CH2:42][O:43][CH2:44][CH2:45][N:46]3[CH2:51][CH2:50][O:49][CH2:48][CH2:47]3)=[CH2:41])[C@@H:5]1[C@@H:6]1[C@@:19]([CH3:22])([CH2:20][CH2:21]2)[C@@:18]2([CH3:23])[C@@H:9]([C@:10]3([CH3:36])[C@@H:15]([CH2:16][CH2:17]2)[C:14]([CH3:25])([CH3:24])[C:13]([C:26]2[CH:35]=[CH:34][C:29]([C:30]([O:32][CH3:33])=[O:31])=[CH:28][CH:27]=2)=[CH:12][CH2:11]3)[CH2:8][CH2:7]1)=[O:3].C(OC(=O)CCNC([C@]12CC[C@@H](C(COCCN3CCOCC3)=C)[C@@H]1[C@@H]1[C@@](C)(CC2)[C@@]2(C)[C@@H]([C@]3(C)[C@@H](CC2)C(C)(C)C(C2C=CC(C(OC)=O)=CC=2)=CC3)CC1)=O)C.[NH2:110][CH2:111][CH2:112][CH2:113][N:114]1[CH:118]=[CH:117][N:116]=[CH:115]1.C(N(C(C)C)CC)(C)C, predict the reaction product. The product is: [N:114]1([CH2:113][CH2:112][CH2:111][NH:110][C:2]([C@:4]23[CH2:39][CH2:38][C@@H:37]([C:40]([CH2:42][O:43][CH2:44][CH2:45][N:46]4[CH2:51][CH2:50][O:49][CH2:48][CH2:47]4)=[CH2:41])[C@@H:5]2[C@@H:6]2[C@@:19]([CH3:22])([CH2:20][CH2:21]3)[C@@:18]3([CH3:23])[C@@H:9]([C@:10]4([CH3:36])[C@@H:15]([CH2:16][CH2:17]3)[C:14]([CH3:25])([CH3:24])[C:13]([C:26]3[CH:35]=[CH:34][C:29]([C:30]([O:32][CH3:33])=[O:31])=[CH:28][CH:27]=3)=[CH:12][CH2:11]4)[CH2:8][CH2:7]2)=[O:3])[CH:118]=[CH:117][N:116]=[CH:115]1. (4) Given the reactants C(OC([N:8]1[CH2:12][C:11](=[N:13][O:14][CH3:15])[CH2:10][C@H:9]1[C:16]([OH:18])=O)=O)(C)(C)C.[C:19]1([C:29]2[CH:34]=[CH:33][CH:32]=[CH:31][CH:30]=2)[CH:24]=[CH:23][C:22]([S:25](Cl)(=[O:27])=[O:26])=[CH:21][CH:20]=1.[NH2:35][C@@H:36]([CH2:45][OH:46])[C@H:37]([C:39]1[CH:44]=[CH:43][CH:42]=[CH:41][CH:40]=1)[OH:38], predict the reaction product. The product is: [C:19]1([C:29]2[CH:34]=[CH:33][CH:32]=[CH:31][CH:30]=2)[CH:24]=[CH:23][C:22]([S:25]([N:8]2[CH2:12][C:11](=[N:13][O:14][CH3:15])[CH2:10][C@H:9]2[C:16]([NH:35][C@@H:36]([CH2:45][OH:46])[C@@H:37]([OH:38])[C:39]2[CH:44]=[CH:43][CH:42]=[CH:41][CH:40]=2)=[O:18])(=[O:27])=[O:26])=[CH:21][CH:20]=1.